From a dataset of Forward reaction prediction with 1.9M reactions from USPTO patents (1976-2016). Predict the product of the given reaction. (1) Given the reactants [CH3:1][N:2]([CH3:21])[C:3]1[CH:4]=[CH:5][C:6]2[C:15]3[NH:14][CH2:13][CH2:12][CH2:11][C:10]=3[C:9](=[O:16])[N:8](COC)[C:7]=2[CH:20]=1.[ClH:22], predict the reaction product. The product is: [ClH:22].[CH3:1][N:2]([CH3:21])[C:3]1[CH:4]=[CH:5][C:6]2[C:15]3[NH:14][CH2:13][CH2:12][CH2:11][C:10]=3[C:9](=[O:16])[NH:8][C:7]=2[CH:20]=1. (2) Given the reactants [CH3:1][C:2]([CH3:19])([CH3:18])[CH2:3][C:4]1[O:5][C:6]2[CH:12]=[CH:11][C:10]([CH2:13][C:14]([O:16][CH3:17])=[O:15])=[CH:9][C:7]=2[N:8]=1.[CH3:20]I, predict the reaction product. The product is: [CH3:1][C:2]([CH3:19])([CH3:18])[CH2:3][C:4]1[O:5][C:6]2[CH:12]=[CH:11][C:10]([CH:13]([CH3:20])[C:14]([O:16][CH3:17])=[O:15])=[CH:9][C:7]=2[N:8]=1. (3) Given the reactants [F:1][C:2]1([F:40])[CH:7]([O:8][C:9]2[CH:16]=[CH:15][C:14]([C:17]3[N:22]=[C:21]([NH:23][C:24]4[CH:29]=[CH:28][C:27]([N:30]5[CH2:35][CH2:34][N:33]([CH:36]6[CH2:39][O:38][CH2:37]6)[CH2:32][CH2:31]5)=[CH:26][CH:25]=4)[N:20]=[CH:19][N:18]=3)=[CH:13][C:10]=2[C:11]#[N:12])[CH2:6][CH2:5][NH:4][CH2:3]1.[OH:41][CH2:42][C:43](O)=[O:44].CN(C(ON1N=NC2C=CC=NC1=2)=[N+](C)C)C.F[P-](F)(F)(F)(F)F.CCN(C(C)C)C(C)C, predict the reaction product. The product is: [F:40][C:2]1([F:1])[CH:7]([O:8][C:9]2[CH:16]=[CH:15][C:14]([C:17]3[N:22]=[C:21]([NH:23][C:24]4[CH:29]=[CH:28][C:27]([N:30]5[CH2:35][CH2:34][N:33]([CH:36]6[CH2:37][O:38][CH2:39]6)[CH2:32][CH2:31]5)=[CH:26][CH:25]=4)[N:20]=[CH:19][N:18]=3)=[CH:13][C:10]=2[C:11]#[N:12])[CH2:6][CH2:5][N:4]([C:42](=[O:41])[CH2:43][OH:44])[CH2:3]1.